From a dataset of Catalyst prediction with 721,799 reactions and 888 catalyst types from USPTO. Predict which catalyst facilitates the given reaction. (1) Reactant: [CH2:1]([O:8][C:9]1[CH:10]=[C:11]2[C:15](=[CH:16][CH:17]=1)[NH:14][CH:13]=[C:12]2[CH:18]=[C:19]1[S:23][C:22](=[O:24])[NH:21][C:20]1=[O:25])[C:2]1[CH:7]=[CH:6][CH:5]=[CH:4][CH:3]=1.[Cl:26][C:27]1[CH:28]=[C:29]([CH:33]=[CH:34][C:35]=1[Cl:36])[C:30](Cl)=[O:31].CN(C1C=CC=CN=1)C. Product: [CH2:1]([O:8][C:9]1[CH:10]=[C:11]2[C:15](=[CH:16][CH:17]=1)[N:14]([C:30](=[O:31])[C:29]1[CH:33]=[CH:34][C:35]([Cl:36])=[C:27]([Cl:26])[CH:28]=1)[CH:13]=[C:12]2[CH:18]=[C:19]1[S:23][C:22](=[O:24])[NH:21][C:20]1=[O:25])[C:2]1[CH:3]=[CH:4][CH:5]=[CH:6][CH:7]=1. The catalyst class is: 17. (2) Reactant: [F:1][C:2]1[CH:9]=[CH:8][C:5]([C:6]#[N:7])=[C:4]([O:10]C)[CH:3]=1.[Cl-].[Cl-].[Cl-].[Al+3].O. Product: [F:1][C:2]1[CH:9]=[CH:8][C:5]([C:6]#[N:7])=[C:4]([OH:10])[CH:3]=1. The catalyst class is: 68. (3) Reactant: [O:1]([C:8]1[CH:13]=[CH:12][N:11]=[CH:10][CH:9]=1)[C:2]1[CH:7]=[CH:6][CH:5]=[CH:4][CH:3]=1.[Cl:14][S:15](O)(=[O:17])=[O:16]. Product: [ClH:14].[N:11]1[CH:12]=[CH:13][C:8]([O:1][C:2]2[CH:3]=[CH:4][C:5]([S:15]([Cl:14])(=[O:17])=[O:16])=[CH:6][CH:7]=2)=[CH:9][CH:10]=1. The catalyst class is: 26. (4) Reactant: O.[OH-].[Li+].C(OP([CH:12]1[C:21](=[O:22])[N:20]2[C@H:15]([CH2:16][CH2:17][CH2:18][C@H:19]2[C:23]2[CH:28]=[CH:27][CH:26]=[CH:25][C:24]=2[F:29])[CH2:14][CH2:13]1)(=O)OCC)C.[CH3:30][O:31][C:32]1[CH:33]=[C:34]([CH:37]=[CH:38][C:39]=1[N:40]1[CH:44]=[C:43]([CH3:45])[N:42]=[CH:41]1)[CH:35]=O.C(OCC)(=O)C. Product: [F:29][C:24]1[CH:25]=[CH:26][CH:27]=[CH:28][C:23]=1[CH:19]1[CH2:18][CH2:17][CH2:16][CH:15]2[N:20]1[C:21](=[O:22])[C:12](=[CH:35][C:34]1[CH:37]=[CH:38][C:39]([N:40]3[CH:44]=[C:43]([CH3:45])[N:42]=[CH:41]3)=[C:32]([O:31][CH3:30])[CH:33]=1)[CH2:13][CH2:14]2. The catalyst class is: 214. (5) Reactant: [C:1]1([CH2:11][C:12]([OH:14])=[O:13])[CH:6]=[CH:5][C:4]([CH2:7][C:8]([OH:10])=[O:9])=[CH:3][CH:2]=1.Cl.[CH2:16](O)[CH3:17]. Product: [CH2:16]([O:9][C:8](=[O:10])[CH2:7][C:4]1[CH:3]=[CH:2][C:1]([CH2:11][C:12]([OH:14])=[O:13])=[CH:6][CH:5]=1)[CH3:17]. The catalyst class is: 12.